From a dataset of Full USPTO retrosynthesis dataset with 1.9M reactions from patents (1976-2016). Predict the reactants needed to synthesize the given product. (1) The reactants are: [ClH:1].[CH:2]1[C:7]2[C:8]([NH2:17])=[N:9][C:10]3[CH:16]=[CH:15][CH:14]=[CH:13][C:11]=3[S:12][C:6]=2[CH:5]=[CH:4][CH:3]=1. Given the product [ClH:1].[CH:2]1[C:7]2[C:8]([NH2:17])=[N:9][C:10]3[CH:16]=[CH:15][CH:14]=[CH:13][C:11]=3[S:12][C:6]=2[CH:5]=[CH:4][CH:3]=1, predict the reactants needed to synthesize it. (2) Given the product [CH:46]1([N:11]([CH2:10][C:9]2[CH:8]=[C:7]([O:6][CH2:5][CH2:4][CH2:3][C:1]3[N:70]=[N:71][NH:72][N:2]=3)[CH:51]=[C:50]([CH2:52][CH2:53][CH2:54][O:55][CH3:56])[CH:49]=2)[C:12]([C@@H:14]2[C@@H:19]([C:20]3[CH:25]=[CH:24][C:23]([O:26][CH2:27][CH2:28][O:29][C:30]4[C:35]([Cl:36])=[CH:34][C:33]([CH3:37])=[CH:32][C:31]=4[Cl:38])=[CH:22][CH:21]=3)[CH2:18][CH2:17][N:16]([C:39]([O:41][C:42]([CH3:43])([CH3:44])[CH3:45])=[O:40])[CH2:15]2)=[O:13])[CH2:48][CH2:47]1, predict the reactants needed to synthesize it. The reactants are: [C:1]([CH2:3][CH2:4][CH2:5][O:6][C:7]1[CH:8]=[C:9]([CH:49]=[C:50]([CH2:52][CH2:53][CH2:54][O:55][CH3:56])[CH:51]=1)[CH2:10][N:11]([CH:46]1[CH2:48][CH2:47]1)[C:12]([C@@H:14]1[C@@H:19]([C:20]2[CH:25]=[CH:24][C:23]([O:26][CH2:27][CH2:28][O:29][C:30]3[C:35]([Cl:36])=[CH:34][C:33]([CH3:37])=[CH:32][C:31]=3[Cl:38])=[CH:22][CH:21]=2)[CH2:18][CH2:17][N:16]([C:39]([O:41][C:42]([CH3:45])([CH3:44])[CH3:43])=[O:40])[CH2:15]1)=[O:13])#[N:2].C([Sn]([N:70]=[N+:71]=[N-:72])(CCCC)CCCC)CCC. (3) Given the product [Br:1][C:2]1[CH:7]=[CH:6][CH:5]=[C:4]([Br:8])[C:3]=1[CH:9]([OH:14])[C:10]([F:11])([F:12])[F:13], predict the reactants needed to synthesize it. The reactants are: [Br:1][C:2]1[CH:7]=[CH:6][CH:5]=[C:4]([Br:8])[C:3]=1[C:9](=[O:14])[C:10]([F:13])([F:12])[F:11].[BH4-].[Na+]. (4) Given the product [C:1]1([C:37]2[CH:42]=[CH:41][CH:40]=[CH:39][CH:38]=2)[CH:6]=[CH:5][CH:4]=[C:3]([CH2:7][NH:8][C:9](=[O:36])/[C:10](=[CH:21]/[C:22]2[CH:27]=[CH:26][C:25]([N:28]3[CH:32]=[C:31]([CH3:33])[N:30]=[CH:29]3)=[C:24]([O:34][CH3:35])[CH:23]=2)/[CH2:11][CH2:12][CH2:13][OH:14])[CH:2]=1, predict the reactants needed to synthesize it. The reactants are: [C:1]1([C:37]2[CH:42]=[CH:41][CH:40]=[CH:39][CH:38]=2)[CH:6]=[CH:5][CH:4]=[C:3]([CH2:7][NH:8][C:9](=[O:36])/[C:10](=[CH:21]/[C:22]2[CH:27]=[CH:26][C:25]([N:28]3[CH:32]=[C:31]([CH3:33])[N:30]=[CH:29]3)=[C:24]([O:34][CH3:35])[CH:23]=2)/[CH2:11][CH2:12][CH2:13][O:14]C2CCCCO2)[CH:2]=1. (5) Given the product [CH2:31]([O:30][C:6]1[CH:7]=[C:8]([CH2:10][N:11]2[CH2:29][CH2:28][C:14]3([CH2:18][N:17]([C:19]4[CH:20]=[CH:21][C:22]([C:23]5[NH:24][C:43](=[O:44])[O:41][N:40]=5)=[CH:25][CH:26]=4)[C:16](=[O:27])[CH2:15]3)[CH2:13][CH2:12]2)[CH:9]=[C:4]([O:3][CH2:1][CH3:2])[C:5]=1[C:33]1[CH:38]=[CH:37][C:36]([F:39])=[CH:35][CH:34]=1)[CH3:32], predict the reactants needed to synthesize it. The reactants are: [CH2:1]([O:3][C:4]1[CH:9]=[C:8]([CH2:10][N:11]2[CH2:29][CH2:28][C:14]3([CH2:18][N:17]([C:19]4[CH:26]=[CH:25][C:22]([C:23]#[N:24])=[CH:21][CH:20]=4)[C:16](=[O:27])[CH2:15]3)[CH2:13][CH2:12]2)[CH:7]=[C:6]([O:30][CH2:31][CH3:32])[C:5]=1[C:33]1[CH:38]=[CH:37][C:36]([F:39])=[CH:35][CH:34]=1)[CH3:2].[NH2:40][OH:41].C[CH2:43][OH:44]. (6) Given the product [N:1]1[CH:6]=[CH:5][C:4]([CH2:7][N:8]2[CH2:13][CH2:12][C:11](=[N:16][OH:17])[CH2:10][CH2:9]2)=[CH:3][CH:2]=1, predict the reactants needed to synthesize it. The reactants are: [N:1]1[CH:6]=[CH:5][C:4]([CH2:7][N:8]2[CH2:13][CH2:12][C:11](=O)[CH2:10][CH2:9]2)=[CH:3][CH:2]=1.Cl.[NH2:16][OH:17].